Dataset: Forward reaction prediction with 1.9M reactions from USPTO patents (1976-2016). Task: Predict the product of the given reaction. (1) The product is: [CH3:1][C:2]1([CH3:21])[N:6]([CH2:25][C:26](=[O:27])[C:28]2[CH:33]=[CH:32][CH:31]=[CH:30][CH:29]=2)[C:5](=[O:7])[N:4]([C:8]([C:10]2[C:19]3[C:14](=[CH:15][CH:16]=[CH:17][CH:18]=3)[CH:13]=[CH:12][CH:11]=2)=[O:9])[C:3]1=[O:20]. Given the reactants [CH3:1][C:2]1([CH3:21])[NH:6][C:5](=[O:7])[N:4]([C:8]([C:10]2[C:19]3[C:14](=[CH:15][CH:16]=[CH:17][CH:18]=3)[CH:13]=[CH:12][CH:11]=2)=[O:9])[C:3]1=[O:20].[H-].[Na+].Br[CH2:25][C:26]([C:28]1[CH:33]=[CH:32][CH:31]=[CH:30][CH:29]=1)=[O:27].C(OCC)(=O)C, predict the reaction product. (2) Given the reactants BrC1C=CC(O)=C([C:8]2[CH:17]=[CH:16][C:15]3[C:10](=[CH:11][CH:12]=[C:13]([C:18]4[N:22]([CH:23]5[CH2:28][CH2:27][CH2:26][CH2:25][CH2:24]5)[C:21]5[CH:29]=[CH:30][C:31]([C:33]([OH:35])=[O:34])=[CH:32][C:20]=5[N:19]=4)[CH:14]=3)[N:9]=2)C=1.C([C:40]1[CH:41]=[CH:42][C:43]2[O:48][CH2:47][C:46](=[O:49])[NH:45][C:44]=2[CH:50]=1)(=O)C.[OH-].[K+], predict the reaction product. The product is: [CH:23]1([N:22]2[C:21]3[CH:29]=[CH:30][C:31]([C:33]([OH:35])=[O:34])=[CH:32][C:20]=3[N:19]=[C:18]2[C:13]2[CH:14]=[C:15]3[C:10](=[CH:11][CH:12]=2)[N:9]=[C:8]([C:40]2[CH:41]=[CH:42][C:43]4[O:48][CH2:47][C:46](=[O:49])[NH:45][C:44]=4[CH:50]=2)[CH:17]=[CH:16]3)[CH2:24][CH2:25][CH2:26][CH2:27][CH2:28]1. (3) Given the reactants C([O:3][C:4]([CH2:6][CH2:7][C:8]1[C:13]([O:14][CH2:15][CH2:16][CH2:17][C:18]([O:20]CC)=[O:19])=[CH:12][CH:11]=[CH:10][C:9]=1[CH2:23][CH2:24][CH2:25][CH2:26][CH2:27][CH2:28][O:29][C:30]1[CH:31]=[C:32]([CH:36]=[C:37]([C:39]2[CH:43]=[CH:42][S:41][CH:40]=2)[CH:38]=1)[C:33](O)=[O:34])=[O:5])C.C1[CH2:48][N:47]([P+](Br)(N2CCCC2)N2CCCC2)[CH2:46]C1.F[P-](F)(F)(F)(F)F.C(N(C(C)C)CC)(C)C.Cl.CNC.[OH-].[Na+], predict the reaction product. The product is: [C:4]([CH2:6][CH2:7][C:8]1[C:9]([CH2:23][CH2:24][CH2:25][CH2:26][CH2:27][CH2:28][O:29][C:30]2[CH:38]=[C:37]([C:39]3[CH:43]=[CH:42][S:41][CH:40]=3)[CH:36]=[C:32]([C:33](=[O:34])[N:47]([CH3:48])[CH3:46])[CH:31]=2)=[CH:10][CH:11]=[CH:12][C:13]=1[O:14][CH2:15][CH2:16][CH2:17][C:18]([OH:20])=[O:19])([OH:3])=[O:5]. (4) Given the reactants [C:1]([N:4]1[C:13]2[C:8](=[CH:9][C:10]([N:14]3[CH:18]=[C:17]([C:19]([O:21]CC)=[O:20])[N:16]=[CH:15]3)=[CH:11][CH:12]=2)[C@H:7]([NH:24][C:25]([O:27][CH:28]([CH3:30])[CH3:29])=[O:26])[CH2:6][C@@H:5]1[CH3:31])(=[O:3])[CH3:2].[OH-].[Li+], predict the reaction product. The product is: [C:1]([N:4]1[C:13]2[C:8](=[CH:9][C:10]([N:14]3[CH:18]=[C:17]([C:19]([OH:21])=[O:20])[N:16]=[CH:15]3)=[CH:11][CH:12]=2)[C@H:7]([NH:24][C:25]([O:27][CH:28]([CH3:30])[CH3:29])=[O:26])[CH2:6][C@@H:5]1[CH3:31])(=[O:3])[CH3:2].